From a dataset of Full USPTO retrosynthesis dataset with 1.9M reactions from patents (1976-2016). Predict the reactants needed to synthesize the given product. (1) Given the product [NH2:37][CH2:31][CH2:32][NH:33][S:10]([C:7]1[CH:8]=[CH:9][C:4]([O:3][CH2:1][CH3:2])=[C:5]([C:14]2[NH:19][C:18](=[O:20])[C:17]3=[C:21]([CH3:27])[N:22]=[C:23]([CH2:24][CH2:25][CH3:26])[N:16]3[N:15]=2)[CH:6]=1)(=[O:12])=[O:11], predict the reactants needed to synthesize it. The reactants are: [CH2:1]([O:3][C:4]1[CH:9]=[CH:8][C:7]([S:10](Cl)(=[O:12])=[O:11])=[CH:6][C:5]=1[C:14]1[NH:19][C:18](=[O:20])[C:17]2=[C:21]([CH3:27])[N:22]=[C:23]([CH2:24][CH2:25][CH3:26])[N:16]2[N:15]=1)[CH3:2].Cl.CO[C:31](=O)[CH2:32][NH2:33].C([N:37](CC)CC)C. (2) Given the product [CH3:1][O:2][C:3]1[CH:12]=[C:11]([O:13][CH3:14])[C:10]([O:15][CH3:16])=[CH:9][C:4]=1[CH:5]=[O:17], predict the reactants needed to synthesize it. The reactants are: [CH3:1][O:2][C:3]1[CH:12]=[C:11]([O:13][CH3:14])[C:10]([O:15][CH3:16])=[CH:9][C:4]=1[CH:5]=CC=O.[O-:17][Mn](=O)(=O)=O.[K+].